This data is from Catalyst prediction with 721,799 reactions and 888 catalyst types from USPTO. The task is: Predict which catalyst facilitates the given reaction. (1) Product: [F:1][C:2]1[C:7]([CH:41]([OH:42])[C:37]2[CH:38]=[C:39]3[C:34](=[CH:35][CH:36]=2)[N:33]=[CH:32][C:31]([N:28]2[CH2:29][CH2:30][O:25][CH2:26][CH2:27]2)=[N:40]3)=[C:6]([F:8])[C:5]([F:9])=[CH:4][C:3]=1[NH:10][C:11](=[O:16])[C:12]([CH3:13])([CH3:15])[CH3:14]. Reactant: [F:1][C:2]1[CH:7]=[C:6]([F:8])[C:5]([F:9])=[CH:4][C:3]=1[NH:10][C:11](=[O:16])[C:12]([CH3:15])([CH3:14])[CH3:13].[Li+].CC([N-]C(C)C)C.[O:25]1[CH2:30][CH2:29][N:28]([C:31]2[CH:32]=[N:33][C:34]3[C:39]([N:40]=2)=[CH:38][C:37]([CH:41]=[O:42])=[CH:36][CH:35]=3)[CH2:27][CH2:26]1. The catalyst class is: 1. (2) Reactant: [Cl:1][C:2]1[CH:7]=[CH:6][CH:5]=[C:4]([Cl:8])[C:3]=1[NH:9][C:10]1[NH:11][C:12]2[C:18]3[CH:19]=[C:20]([CH3:22])[O:21][C:17]=3[C:16]([C:23]([OH:25])=O)=[CH:15][C:13]=2[N:14]=1.F[B-](F)(F)F.[N:31]1(OC(N(C)C)=[N+](C)C)[C:35]2[CH:36]=[CH:37][CH:38]=[CH:39][C:34]=2N=N1.C1COCC1.C1(N)CCCCC1. Product: [CH:35]1([NH:31][C:23]([C:16]2[C:17]3[O:21][C:20]([CH3:22])=[CH:19][C:18]=3[C:12]3[NH:11][C:10]([NH:9][C:3]4[C:2]([Cl:1])=[CH:7][CH:6]=[CH:5][C:4]=4[Cl:8])=[N:14][C:13]=3[CH:15]=2)=[O:25])[CH2:36][CH2:37][CH2:38][CH2:39][CH2:34]1. The catalyst class is: 3. (3) Reactant: C[O:2][C:3]([C:5]1[N:6]=[CH:7][S:8][C:9]=1[CH:10]([CH3:12])[CH3:11])=O.CC(C[AlH]CC(C)C)C.O. Product: [CH:10]([C:9]1[S:8][CH:7]=[N:6][C:5]=1[CH:3]=[O:2])([CH3:12])[CH3:11]. The catalyst class is: 2. (4) Reactant: [C:1]([Si:5]([CH3:42])([CH3:41])[O:6][CH:7]([C:37]([CH3:40])([CH3:39])[CH3:38])[CH2:8][CH2:9][C:10]1[CH:15]=[CH:14][C:13]([C:16]([C:21]2[CH:34]=[CH:33][C:24]([O:25][CH2:26][C@@H:27](O)[CH2:28][CH2:29][CH2:30][OH:31])=[C:23]([CH3:35])[CH:22]=2)([CH2:19][CH3:20])[CH2:17][CH3:18])=[CH:12][C:11]=1[CH3:36])([CH3:4])([CH3:3])[CH3:2].C1C=CC(P(C2C=CC=CC=2)C2C=CC=CC=2)=CC=1.CCOC(/N=N/C(OCC)=O)=O.CCOCC. Product: [C:1]([Si:5]([O:6][CH:7]([CH2:8][CH2:9][C:10]1[CH:15]=[CH:14][C:13]([C:16]([CH2:17][CH3:18])([C:21]2[CH:34]=[CH:33][C:24]([O:25][CH2:26][C@@H:27]3[CH2:28][CH2:29][CH2:30][O:31]3)=[C:23]([CH3:35])[CH:22]=2)[CH2:19][CH3:20])=[CH:12][C:11]=1[CH3:36])[C:37]([CH3:38])([CH3:39])[CH3:40])([CH3:41])[CH3:42])([CH3:2])([CH3:3])[CH3:4]. The catalyst class is: 1. (5) Reactant: CCN(C(C)C)C(C)C.F[P-](F)(F)(F)(F)F.CN(C(N(C)C)=[N+]1C2C(=NC=CC=2)[N+]([O-])=N1)C.Cl.[NH2:35][N:36]([CH:45]([CH3:47])[CH3:46])[C:37]([NH:39][CH2:40][C:41]([F:44])([F:43])[F:42])=[O:38].[F:48][C:49]([F:76])([F:75])[C:50]1[CH:58]=[C:57](/[CH:59]=[CH:60]/[CH:61]([C:66]2[CH:71]=[C:70]([Cl:72])[C:69]([Cl:73])=[C:68]([Cl:74])[CH:67]=2)[C:62]([F:65])([F:64])[F:63])[CH:56]=[CH:55][C:51]=1[C:52](O)=[O:53]. Product: [CH:45]([N:36]([C:37]([NH:39][CH2:40][C:41]([F:43])([F:42])[F:44])=[O:38])[NH:35][C:52](=[O:53])[C:51]1[CH:55]=[CH:56][C:57](/[CH:59]=[CH:60]/[CH:61]([C:66]2[CH:67]=[C:68]([Cl:74])[C:69]([Cl:73])=[C:70]([Cl:72])[CH:71]=2)[C:62]([F:63])([F:64])[F:65])=[CH:58][C:50]=1[C:49]([F:75])([F:76])[F:48])([CH3:47])[CH3:46]. The catalyst class is: 18. (6) Reactant: [Cl:1][C:2]1[CH:7]=[C:6]([Cl:8])[CH:5]=[CH:4][C:3]=1[C:9](=[CH2:19])[C:10]([C:12]1[CH:13]=[CH:14][C:15](=[O:18])[NH:16][CH:17]=1)=[O:11]. Product: [Cl:1][C:2]1[CH:7]=[C:6]([Cl:8])[CH:5]=[CH:4][C:3]=1[CH:9]([CH3:19])[C:10]([C:12]1[CH:13]=[CH:14][C:15](=[O:18])[NH:16][CH:17]=1)=[O:11]. The catalyst class is: 25. (7) Reactant: B(Cl)([C@H]1[C@H](C)[C@H]2C(C)(C)[C@@H](C2)C1)[C@H]1[C@H](C)[C@@H]2C(C)(C)[C@@H](C2)C1.[Cl:23][CH2:24][C:25]([C:27]1[CH:28]=[C:29]([NH:33][S:34]([C:37]2[CH:42]=[CH:41][CH:40]=[CH:39][CH:38]=2)(=[O:36])=[O:35])[CH:30]=[CH:31][CH:32]=1)=[O:26]. Product: [Cl:23][CH2:24][C@@H:25]([C:27]1[CH:28]=[C:29]([NH:33][S:34]([C:37]2[CH:42]=[CH:41][CH:40]=[CH:39][CH:38]=2)(=[O:36])=[O:35])[CH:30]=[CH:31][CH:32]=1)[OH:26]. The catalyst class is: 7. (8) Reactant: [Cl:1][C:2]1[C:3]2[CH:10]=[CH:9][NH:8][C:4]=2[N:5]=[CH:6][N:7]=1.Cl.[Cl:12][C:13]1[C:18]([C:19]2[CH:24]=[CH:23][CH:22]=[CH:21][CH:20]=2)=[CH:17][C:16]([CH2:25][NH:26][C:27]([C:29]2([NH2:35])[CH2:34][CH2:33][NH:32][CH2:31][CH2:30]2)=[O:28])=[CH:15][CH:14]=1.C(N(CC)CC)C. Product: [ClH:1].[Cl:12][C:13]1[C:18]([C:19]2[CH:20]=[CH:21][CH:22]=[CH:23][CH:24]=2)=[CH:17][C:16]([CH2:25][NH:26][C:27]([C:29]2([NH2:35])[CH2:34][CH2:33][N:32]([C:2]3[C:3]4[CH:10]=[CH:9][NH:8][C:4]=4[N:5]=[CH:6][N:7]=3)[CH2:31][CH2:30]2)=[O:28])=[CH:15][CH:14]=1. The catalyst class is: 51.